Dataset: Full USPTO retrosynthesis dataset with 1.9M reactions from patents (1976-2016). Task: Predict the reactants needed to synthesize the given product. (1) Given the product [O:25]=[C:23]1[CH2:22][C:3]2([CH2:4][N:5]([C:15]([O:17][C:18]([CH3:20])([CH3:21])[CH3:19])=[O:16])[C@H:6]([C:8]([O:10][C:11]([CH3:12])([CH3:14])[CH3:13])=[O:9])[CH2:7]2)[CH2:2][NH:1]1, predict the reactants needed to synthesize it. The reactants are: [NH2:1][CH2:2][C:3]1([CH2:22][C:23]([OH:25])=O)[CH2:7][C@@H:6]([C:8]([O:10][C:11]([CH3:14])([CH3:13])[CH3:12])=[O:9])[N:5]([C:15]([O:17][C:18]([CH3:21])([CH3:20])[CH3:19])=[O:16])[CH2:4]1.ON1C2C=CC=CC=2N=N1.Cl.C(N=C=NCCCN(C)C)C.C(N(CC)C(C)C)(C)C. (2) Given the product [C:17]([NH:2][CH:3]1[CH2:8][CH2:7][CH2:6][NH:5][C:4]1=[O:9])(=[O:24])[C:18]1[CH:23]=[CH:22][CH:21]=[CH:20][CH:19]=1, predict the reactants needed to synthesize it. The reactants are: Cl.[NH2:2][CH:3]1[CH2:8][CH2:7][CH2:6][NH:5][C:4]1=[O:9].C([O-])([O-])=O.[K+].[K+].O.[C:17](Cl)(=[O:24])[C:18]1[CH:23]=[CH:22][CH:21]=[CH:20][CH:19]=1. (3) Given the product [O:8]1[CH2:11][CH2:12][O:13][CH:7]1[C:6]1[N:1]=[C:2]([CH:9]=[O:10])[CH:3]=[CH:4][CH:5]=1, predict the reactants needed to synthesize it. The reactants are: [N:1]1[C:6]([CH:7]=[O:8])=[CH:5][CH:4]=[CH:3][C:2]=1[CH:9]=[O:10].[CH2:11](O)[CH2:12][OH:13].C1(C)C=CC(S(O)(=O)=O)=CC=1. (4) Given the product [C:9]1([N:8]2[CH:20]=[CH:19][N:11]=[CH:7]2)[CH:10]=[CH:12][CH:13]=[CH:14][CH:15]=1, predict the reactants needed to synthesize it. The reactants are: C1([C:7]2[NH:8][C:9]3[CH:15]=[CH:14][CH:13]=[CH:12][C:10]=3[N:11]=2)C=CC=CC=1.[H-].[Na+].I[CH2:19][CH2:20]C. (5) Given the product [CH2:1]([N:8]1[CH2:12][C@@H:11]([O:13][CH2:20][CH2:21][CH2:22][CH2:23][CH2:24][CH2:25][CH2:26][CH2:27]/[CH:28]=[CH:29]\[CH2:30][CH2:31][CH2:32][CH3:33])[C@H:10]([O:14][CH2:33][CH2:32][CH2:31][CH2:30][CH2:29][CH2:28][CH2:27][CH2:26]/[CH:25]=[CH:24]\[CH2:23][CH2:22][CH2:21][CH3:20])[CH2:9]1)[C:2]1[CH:3]=[CH:4][CH:5]=[CH:6][CH:7]=1, predict the reactants needed to synthesize it. The reactants are: [CH2:1]([N:8]1[CH2:12][C@@H:11]([OH:13])[C@H:10]([OH:14])[CH2:9]1)[C:2]1[CH:7]=[CH:6][CH:5]=[CH:4][CH:3]=1.CS(O[CH2:20][CH2:21][CH2:22][CH2:23][CH2:24][CH2:25][CH2:26][CH2:27]/[CH:28]=[CH:29]\[CH2:30][CH2:31][CH2:32][CH3:33])(=O)=O. (6) Given the product [ClH:52].[ClH:52].[CH3:22][C@@H:16]1[CH2:17][O:18][CH2:19][C@@H:20]([CH3:21])[N:15]1[CH2:14][C@H:12]1[CH2:13][NH:8][C@H:9]([CH3:45])[CH2:10][N:11]1[CH2:23][C:24]([N:26]1[C:34]2[C:29](=[N:30][CH:31]=[C:32]([CH2:35][C:36]3[CH:37]=[CH:38][C:39]([F:42])=[CH:40][CH:41]=3)[CH:33]=2)[C:28]([CH3:44])([CH3:43])[CH2:27]1)=[O:25], predict the reactants needed to synthesize it. The reactants are: C(OC([N:8]1[CH2:13][C@H:12]([CH2:14][N:15]2[C@H:20]([CH3:21])[CH2:19][O:18][CH2:17][C@H:16]2[CH3:22])[N:11]([CH2:23][C:24]([N:26]2[C:34]3[C:29](=[N:30][CH:31]=[C:32]([CH2:35][C:36]4[CH:41]=[CH:40][C:39]([F:42])=[CH:38][CH:37]=4)[CH:33]=3)[C:28]([CH3:44])([CH3:43])[CH2:27]2)=[O:25])[CH2:10][C@H:9]1[CH3:45])=O)(C)(C)C.O1CCOCC1.[ClH:52]. (7) Given the product [CH3:16][O:15][C:5]1[C:6]2[O:7][C:8]3[CH:14]=[CH:13][CH:12]=[CH:11][C:9]=3[C:10]=2[C:2]([S:21]([Cl:24])(=[O:23])=[O:22])=[CH:3][CH:4]=1, predict the reactants needed to synthesize it. The reactants are: N[C:2]1[C:10]2[C:9]3[CH:11]=[CH:12][CH:13]=[CH:14][C:8]=3[O:7][C:6]=2[C:5]([O:15][CH3:16])=[CH:4][CH:3]=1.N([O-])=O.[Na+].[S:21](=[O:23])=[O:22].[ClH:24]. (8) The reactants are: [N:1]1[C:10]2[C:5](=[CH:6][CH:7]=[CH:8][CH:9]=2)[CH:4]=[CH:3][C:2]=1[CH2:11][O:12][C:13]1[CH:51]=[CH:50][C:16]2[N:17]([CH2:30][C:31]3[CH:36]=[CH:35][CH:34]=[C:33]([C:37]4[N:41](COCC[Si](C)(C)C)[N:40]=[CH:39][CH:38]=4)[CH:32]=3)[C:18]([CH2:20][C:21]3([C:26]([O:28][CH3:29])=[O:27])[CH2:25][CH2:24][CH2:23][CH2:22]3)=[N:19][C:15]=2[CH:14]=1.CCCC[N+](CCCC)(CCCC)CCCC.[F-]. Given the product [NH:41]1[C:37]([C:33]2[CH:32]=[C:31]([CH:36]=[CH:35][CH:34]=2)[CH2:30][N:17]2[C:16]3[CH:50]=[CH:51][C:13]([O:12][CH2:11][C:2]4[CH:3]=[CH:4][C:5]5[C:10](=[CH:9][CH:8]=[CH:7][CH:6]=5)[N:1]=4)=[CH:14][C:15]=3[N:19]=[C:18]2[CH2:20][C:21]2([C:26]([O:28][CH3:29])=[O:27])[CH2:25][CH2:24][CH2:23][CH2:22]2)=[CH:38][CH:39]=[N:40]1, predict the reactants needed to synthesize it.